From a dataset of Full USPTO retrosynthesis dataset with 1.9M reactions from patents (1976-2016). Predict the reactants needed to synthesize the given product. (1) Given the product [F:19][C:3]1[C:2]([C:29]#[C:28][C:26]([OH:30])([C:23]2[CH:24]=[CH:25][N:20]=[CH:21][N:22]=2)[CH3:27])=[CH:18][C:6]2[C:7]3[N:8]([CH:12]=[C:13]([C:15]([NH2:17])=[O:16])[N:14]=3)[CH2:9][CH2:10][O:11][C:5]=2[CH:4]=1, predict the reactants needed to synthesize it. The reactants are: Br[C:2]1[C:3]([F:19])=[CH:4][C:5]2[O:11][CH2:10][CH2:9][N:8]3[CH:12]=[C:13]([C:15]([NH2:17])=[O:16])[N:14]=[C:7]3[C:6]=2[CH:18]=1.[N:20]1[CH:25]=[CH:24][C:23]([C:26]([OH:30])([C:28]#[CH:29])[CH3:27])=[N:22][CH:21]=1. (2) Given the product [O:30]1[CH:34]=[CH:33][C:32]([C:2]2[C:10]3[N:9]=[C:8]([CH3:11])[N:7]([CH2:12][C:13]4[CH:18]=[CH:17][CH:16]=[C:15]([C:19]([F:22])([F:21])[F:20])[C:14]=4[CH3:23])[C:6]=3[CH:5]=[C:4]([N:24]3[CH2:25][CH2:26][O:27][CH2:28][CH2:29]3)[CH:3]=2)=[CH:31]1, predict the reactants needed to synthesize it. The reactants are: Br[C:2]1[C:10]2[N:9]=[C:8]([CH3:11])[N:7]([CH2:12][C:13]3[CH:18]=[CH:17][CH:16]=[C:15]([C:19]([F:22])([F:21])[F:20])[C:14]=3[CH3:23])[C:6]=2[CH:5]=[C:4]([N:24]2[CH2:29][CH2:28][O:27][CH2:26][CH2:25]2)[CH:3]=1.[O:30]1[CH:34]=[CH:33][C:32](B(O)O)=[CH:31]1.C(=O)([O-])[O-].[Na+].[Na+].C(O)(C(F)(F)F)=O. (3) Given the product [Br:1][C:2]1[CH:7]=[CH:6][C:5]([NH:8][C:9]2[NH:17][C:16](=[O:28])[CH:15]=[CH:14][C:10]=2[C:11]([OH:13])=[O:12])=[C:4]([F:19])[CH:3]=1, predict the reactants needed to synthesize it. The reactants are: [Br:1][C:2]1[CH:7]=[CH:6][C:5]([NH:8][C:9]2[N:17]=[C:16](Cl)[CH:15]=[CH:14][C:10]=2[C:11]([OH:13])=[O:12])=[C:4]([F:19])[CH:3]=1.C[Si](C=[N+]=[N-])(C)C.C[OH:28].C1C=CC=CC=1.